Dataset: Peptide-MHC class I binding affinity with 185,985 pairs from IEDB/IMGT. Task: Regression. Given a peptide amino acid sequence and an MHC pseudo amino acid sequence, predict their binding affinity value. This is MHC class I binding data. The peptide sequence is TRTSPNIPK. The MHC is HLA-A26:02 with pseudo-sequence HLA-A26:02. The binding affinity (normalized) is 0.0847.